Dataset: Peptide-MHC class II binding affinity with 134,281 pairs from IEDB. Task: Regression. Given a peptide amino acid sequence and an MHC pseudo amino acid sequence, predict their binding affinity value. This is MHC class II binding data. The peptide sequence is KASFEEGKCGLNSVD. The MHC is DRB3_0301 with pseudo-sequence DRB3_0301. The binding affinity (normalized) is 0.309.